This data is from Full USPTO retrosynthesis dataset with 1.9M reactions from patents (1976-2016). The task is: Predict the reactants needed to synthesize the given product. (1) Given the product [CH3:1][S:2][C:3]1[S:4][C:5]([C:13]2[CH:17]=[CH:16][N:15]([CH2:18][O:19][CH2:20][CH2:21][Si:22]([CH3:24])([CH3:23])[CH3:25])[N:14]=2)=[C:6]2[CH2:11][CH2:10][N:9]([CH:29]([CH3:31])[CH3:30])[C:8](=[O:12])[C:7]=12, predict the reactants needed to synthesize it. The reactants are: [CH3:1][S:2][C:3]1[S:4][C:5]([C:13]2[CH:17]=[CH:16][N:15]([CH2:18][O:19][CH2:20][CH2:21][Si:22]([CH3:25])([CH3:24])[CH3:23])[N:14]=2)=[C:6]2[CH2:11][CH2:10][NH:9][C:8](=[O:12])[C:7]=12.[H-].[Na+].I[CH:29]([CH3:31])[CH3:30]. (2) Given the product [CH3:1][C@@H:2]([C@@H:8]([O:10][CH:11]1[CH2:16][CH2:15][CH2:14][CH2:13][O:12]1)[CH3:9])[CH2:3][OH:4], predict the reactants needed to synthesize it. The reactants are: [CH3:1][C@@H:2]([C@@H:8]([O:10][CH:11]1[CH2:16][CH2:15][CH2:14][CH2:13][O:12]1)[CH3:9])[C:3](OCC)=[O:4].[H-].[H-].[H-].[H-].[Li+].[Al+3].[OH-].[Na+]. (3) Given the product [CH3:1][Si:2]([CH3:52])([CH3:51])[CH2:3][CH2:4][O:5][CH2:6][N:7]([CH2:43][O:44][CH2:45][CH2:46][Si:47]([CH3:50])([CH3:49])[CH3:48])[C:8]1[N:13]2[N:14]=[CH:15][C:16]([C:17]3[CH:18]=[N:19][C:20]([C:23]4[CH:28]=[CH:27][CH:26]=[CH:25][CH:24]=4)=[CH:21][CH:22]=3)=[C:12]2[N:11]=[C:10]([CH:29]2[CH2:34][CH2:33][N:32]([C:35]([O:37][C:38]([CH3:41])([CH3:40])[CH3:39])=[O:36])[CH2:31][CH2:30]2)[C:9]=1[C:58]([O:60][CH2:61][CH3:62])=[CH2:59], predict the reactants needed to synthesize it. The reactants are: [CH3:1][Si:2]([CH3:52])([CH3:51])[CH2:3][CH2:4][O:5][CH2:6][N:7]([CH2:43][O:44][CH2:45][CH2:46][Si:47]([CH3:50])([CH3:49])[CH3:48])[C:8]1[N:13]2[N:14]=[CH:15][C:16]([C:17]3[CH:18]=[N:19][C:20]([C:23]4[CH:28]=[CH:27][CH:26]=[CH:25][CH:24]=4)=[CH:21][CH:22]=3)=[C:12]2[N:11]=[C:10]([CH:29]2[CH2:34][CH2:33][N:32]([C:35]([O:37][C:38]([CH3:41])([CH3:40])[CH3:39])=[O:36])[CH2:31][CH2:30]2)[C:9]=1Br.C([Sn](CCCC)(CCCC)[C:58]([O:60][CH2:61][CH3:62])=[CH2:59])CCC. (4) Given the product [CH:32]1[C:31]2[CH:30]([CH2:29][O:28][C:26](=[O:27])[NH:25][C@H:21]([C:22](=[O:23])[NH:7][C:3]3[CH:2]=[C:1]([CH3:8])[CH:6]=[CH:5][CH:4]=3)[CH2:20][CH2:19][CH2:18][CH2:17][NH2:16])[C:42]3[C:37](=[CH:38][CH:39]=[CH:40][CH:41]=3)[C:36]=2[CH:35]=[CH:34][CH:33]=1, predict the reactants needed to synthesize it. The reactants are: [C:1]1([CH3:8])[CH:6]=[CH:5][CH:4]=[C:3]([NH2:7])[CH:2]=1.C(OC([NH:16][CH2:17][CH2:18][CH2:19][CH2:20][C@H:21]([NH:25][C:26]([O:28][CH2:29][CH:30]1[C:42]2[CH:41]=[CH:40][CH:39]=[CH:38][C:37]=2[C:36]2[C:31]1=[CH:32][CH:33]=[CH:34][CH:35]=2)=[O:27])[C:22](O)=[O:23])=O)(C)(C)C. (5) Given the product [Si:1]([O:8][C@H:9]([C:36]1[CH:41]=[CH:40][C:39]([OH:42])=[C:38]([CH2:43][OH:44])[CH:37]=1)[CH2:10][NH:11][C@H:12]([CH3:35])[CH2:13][C:14]1[CH:15]=[C:16]2[C:20](=[CH:21][CH:22]=1)[NH:19][C:18]([C:23]([NH:25][CH2:26][C:27]1[C:32]([O:46][CH3:45])=[CH:31][CH:30]=[CH:29][C:28]=1[O:33][CH3:34])=[O:24])=[CH:17]2)([C:4]([CH3:7])([CH3:5])[CH3:6])([CH3:3])[CH3:2], predict the reactants needed to synthesize it. The reactants are: [Si:1]([O:8][C@H:9]([C:36]1[CH:41]=[CH:40][C:39]([OH:42])=[C:38]([CH2:43][OH:44])[CH:37]=1)[CH2:10][NH:11][C@H:12]([CH3:35])[CH2:13][C:14]1[CH:15]=[C:16]2[C:20](=[CH:21][CH:22]=1)[NH:19][C:18]([C:23]([NH:25][CH2:26][C:27]1[CH:32]=[CH:31][CH:30]=[CH:29][C:28]=1[O:33][CH3:34])=[O:24])=[CH:17]2)([C:4]([CH3:7])([CH3:6])[CH3:5])([CH3:3])[CH3:2].[CH3:45][O:46]C1C=CC=C(OC)C=1CN. (6) Given the product [C:16]([NH:24][C:25]([NH:15][C:4]1[C:3]([O:2][CH3:1])=[CH:8][N:7]=[C:6]([N:9]2[CH2:14][CH2:13][O:12][CH2:11][CH2:10]2)[CH:5]=1)=[S:26])(=[O:23])[C:17]1[CH:22]=[CH:21][CH:20]=[CH:19][CH:18]=1, predict the reactants needed to synthesize it. The reactants are: [CH3:1][O:2][C:3]1[C:4]([NH2:15])=[CH:5][C:6]([N:9]2[CH2:14][CH2:13][O:12][CH2:11][CH2:10]2)=[N:7][CH:8]=1.[C:16]([N:24]=[C:25]=[S:26])(=[O:23])[C:17]1[CH:22]=[CH:21][CH:20]=[CH:19][CH:18]=1.CCCCCC. (7) Given the product [N:52]1[CH:51]=[N:50][N:48]2[CH:49]=[C:44]([C:42]#[C:38][C:37]([C:29]3([O:32][Si:33]([CH3:36])([CH3:34])[CH3:35])[CH2:28][CH2:27][CH:26]([O:25][Si:18]([C:21]([CH3:24])([CH3:23])[CH3:22])([CH3:19])[CH3:20])[CH2:31][CH2:30]3)=[O:8])[CH:45]=[CH:46][C:47]=12, predict the reactants needed to synthesize it. The reactants are: C(NC(C)C)(C)C.[O:8]1CCCC1.C([Li])CCC.[Si:18]([O:25][CH:26]1[CH2:31][CH2:30][C:29]([C:37]#[CH:38])([O:32][Si:33]([CH3:36])([CH3:35])[CH3:34])[CH2:28][CH2:27]1)([C:21]([CH3:24])([CH3:23])[CH3:22])([CH3:20])[CH3:19].CON(C)[C:42]([C:44]1[CH:45]=[CH:46][C:47]2[N:48]([N:50]=[CH:51][N:52]=2)[CH:49]=1)=O. (8) Given the product [F:1][C:2]1[CH:3]=[CH:4][C:5]([CH3:9])=[C:6]([CH:7]=1)[O:8][CH2:24][C:25]1[C:34]([C:35]2[CH:40]=[CH:39][C:38]([O:41][CH2:42][C:43]3[CH:44]=[CH:45][C:46]([O:49][CH3:50])=[CH:47][CH:48]=3)=[CH:37][C:36]=2[O:51][CH3:52])=[CH:33][CH:32]=[C:31]2[C:26]=1[C:27]([CH3:55])=[CH:28][C:29]([CH3:54])([CH3:53])[NH:30]2, predict the reactants needed to synthesize it. The reactants are: [F:1][C:2]1[CH:3]=[CH:4][C:5]([CH3:9])=[C:6]([OH:8])[CH:7]=1.C(P(CCCC)CCCC)CCC.O[CH2:24][C:25]1[C:34]([C:35]2[CH:40]=[CH:39][C:38]([O:41][CH2:42][C:43]3[CH:48]=[CH:47][C:46]([O:49][CH3:50])=[CH:45][CH:44]=3)=[CH:37][C:36]=2[O:51][CH3:52])=[CH:33][CH:32]=[C:31]2[C:26]=1[C:27]([CH3:55])=[CH:28][C:29]([CH3:54])([CH3:53])[NH:30]2.N(C(OC(C)C)=O)=NC(OC(C)C)=O. (9) Given the product [C:1]([C:5]1[N:10]=[C:9]([O:11][CH2:12][CH3:13])[C:8]([C:14]2[N:15]([C:35]([N:38]3[CH2:43][CH2:42][CH2:41][CH2:40][CH2:39]3)=[O:36])[C@@:16]([C:28]3[CH:33]=[CH:32][C:31]([Cl:34])=[CH:30][CH:29]=3)([CH3:27])[C@@:17]([C:20]3[CH:25]=[CH:24][C:23]([Cl:26])=[CH:22][CH:21]=3)([CH3:19])[N:18]=2)=[CH:7][N:6]=1)([CH3:2])([CH3:3])[CH3:4], predict the reactants needed to synthesize it. The reactants are: [C:1]([C:5]1[N:10]=[C:9]([O:11][CH2:12][CH3:13])[C:8]([C:14]2[N:15]([C:35](Cl)=[O:36])[C:16]([C:28]3[CH:33]=[CH:32][C:31]([Cl:34])=[CH:30][CH:29]=3)([CH3:27])[C:17]([C:20]3[CH:25]=[CH:24][C:23]([Cl:26])=[CH:22][CH:21]=3)([CH3:19])[N:18]=2)=[CH:7][N:6]=1)([CH3:4])([CH3:3])[CH3:2].[NH:38]1[CH2:43][CH2:42][CH2:41][CH2:40][CH2:39]1. (10) Given the product [O:1]=[CH:2][CH2:3][CH2:4][NH:5][C:6](=[O:12])[O:7][C:8]([CH3:10])([CH3:9])[CH3:11], predict the reactants needed to synthesize it. The reactants are: [OH:1][CH2:2][CH2:3][CH2:4][NH:5][C:6](=[O:12])[O:7][C:8]([CH3:11])([CH3:10])[CH3:9].CC(=O)OCC.